This data is from Catalyst prediction with 721,799 reactions and 888 catalyst types from USPTO. The task is: Predict which catalyst facilitates the given reaction. (1) Reactant: [C:1]([O:5][C:6]([N:8]1[CH2:13][CH2:12][CH:11]([CH2:14][C:15]([OH:17])=O)[CH2:10][CH2:9]1)=[O:7])([CH3:4])([CH3:3])[CH3:2].[CH2:18]([NH:20][CH:21]1[CH2:26][CH2:25][N:24]([C:27]([O:29][CH2:30][C:31]2[CH:36]=[CH:35][CH:34]=[CH:33][CH:32]=2)=[O:28])[CH2:23][CH2:22]1)[CH3:19].C(N(CC)CC)C. Product: [CH2:30]([O:29][C:27]([N:24]1[CH2:25][CH2:26][CH:21]([N:20]([CH2:18][CH3:19])[C:15](=[O:17])[CH2:14][CH:11]2[CH2:10][CH2:9][N:8]([C:6]([O:5][C:1]([CH3:2])([CH3:3])[CH3:4])=[O:7])[CH2:13][CH2:12]2)[CH2:22][CH2:23]1)=[O:28])[C:31]1[CH:36]=[CH:35][CH:34]=[CH:33][CH:32]=1. The catalyst class is: 4. (2) Product: [Cl:16][C:17]1[CH:18]=[CH:19][C:20]([N:9]2[CH2:10][CH2:11][C:5]3=[N:4][N:3]=[C:2]([CH3:1])[N:6]3[C:7]3[CH:15]=[CH:14][CH:13]=[CH:12][C:8]2=3)=[N:21][CH:22]=1. The catalyst class is: 3. Reactant: [CH3:1][C:2]1[N:6]2[C:7]3[CH:15]=[CH:14][CH:13]=[CH:12][C:8]=3[NH:9][CH2:10][CH2:11][C:5]2=[N:4][N:3]=1.[Cl:16][C:17]1[CH:18]=[CH:19][C:20](F)=[N:21][CH:22]=1.C([O-])([O-])=O.[K+].[K+]. (3) Reactant: Br[C:2]1[CH:7]=[CH:6][C:5]([F:8])=[CH:4][N:3]=1.[CH2:9]([O:11]C([Sn](CCCC)(CCCC)CCCC)=C)[CH3:10].Cl.C([O-])(O)=O.[Na+]. Product: [F:8][C:5]1[CH:6]=[CH:7][C:2]([C:9](=[O:11])[CH3:10])=[N:3][CH:4]=1. The catalyst class is: 767. (4) Reactant: C(OC([N:8]1[CH2:13][CH2:12][C:11]([C:20]2[CH:25]=[CH:24][C:23](Cl)=[CH:22][CH:21]=2)([C:14]2[CH:19]=[CH:18][N:17]=[CH:16][CH:15]=2)[CH2:10][CH2:9]1)=O)(C)(C)C.CC1(C)C(C)(C)OB([C:35]2[CH:36]=[N:37][NH:38][CH:39]=2)O1.Cl. Product: [NH:37]1[CH:36]=[C:35]([C:23]2[CH:22]=[CH:21][C:20]([C:11]3([C:14]4[CH:19]=[CH:18][N:17]=[CH:16][CH:15]=4)[CH2:12][CH2:13][NH:8][CH2:9][CH2:10]3)=[CH:25][CH:24]=2)[CH:39]=[N:38]1. The catalyst class is: 12. (5) Reactant: [Cl:1][C:2]1[S:6][C:5]([C:7]([NH:9][CH2:10][C:11]2[N:12]=[N:13][N:14]([C:16]3[CH:21]=[CH:20][C:19]([N:22]4[CH:27]=[CH:26][CH:25]=[CH:24][C:23]4=[O:28])=[CH:18][C:17]=3[N:29]3[CH2:34][CH2:33][NH:32][CH2:31][CH2:30]3)[CH:15]=2)=[O:8])=[CH:4][CH:3]=1.[O:35]([C:37]#[N:38])[K]. Product: [Cl:1][C:2]1[S:6][C:5]([C:7]([NH:9][CH2:10][C:11]2[N:12]=[N:13][N:14]([C:16]3[CH:21]=[CH:20][C:19]([N:22]4[CH:27]=[CH:26][CH:25]=[CH:24][C:23]4=[O:28])=[CH:18][C:17]=3[N:29]3[CH2:34][CH2:33][N:32]([C:37]([NH2:38])=[O:35])[CH2:31][CH2:30]3)[CH:15]=2)=[O:8])=[CH:4][CH:3]=1. The catalyst class is: 374. (6) Reactant: [Br:1][C:2]1[N:7]=[C:6]([C@@H:8]([NH2:10])[CH3:9])[CH:5]=[CH:4][CH:3]=1.C[Al](C)C.[CH3:15][C:16]1[N:17]=[CH:18][N:19]([C:21]2[C:30](=[O:31])[N:29]3[C:24]([C:25](=[O:32])[O:26][CH2:27][CH2:28]3)=[CH:23][CH:22]=2)[CH:20]=1. Product: [Br:1][C:2]1[N:7]=[C:6]([C@@H:8]([NH:10][C:25]([C:24]2[N:29]([CH2:28][CH2:27][OH:26])[C:30](=[O:31])[C:21]([N:19]3[CH:20]=[C:16]([CH3:15])[N:17]=[CH:18]3)=[CH:22][CH:23]=2)=[O:32])[CH3:9])[CH:5]=[CH:4][CH:3]=1. The catalyst class is: 11.